This data is from Forward reaction prediction with 1.9M reactions from USPTO patents (1976-2016). The task is: Predict the product of the given reaction. (1) Given the reactants [C:1]1([S:7]([N:10]2[C:14]3=[N:15][CH:16]=[C:17]([CH2:19]O)[CH:18]=[C:13]3[CH:12]=[CH:11]2)(=[O:9])=[O:8])[CH:6]=[CH:5][CH:4]=[CH:3][CH:2]=1.S(Cl)([Cl:23])=O, predict the reaction product. The product is: [C:1]1([S:7]([N:10]2[C:14]3=[N:15][CH:16]=[C:17]([CH2:19][Cl:23])[CH:18]=[C:13]3[CH:12]=[CH:11]2)(=[O:9])=[O:8])[CH:6]=[CH:5][CH:4]=[CH:3][CH:2]=1. (2) The product is: [C:1]([N:5]([C:20](=[O:21])[C:22]1[CH:27]=[C:26]([O:28][CH3:29])[C:25]([OH:30])=[C:24]([O:34][CH3:35])[CH:23]=1)[NH:6][C:7]([C:9]1[CH:18]=[CH:17][C:12]2[O:13][CH2:14][CH2:15][O:16][C:11]=2[C:10]=1[CH3:19])=[O:8])([CH3:3])([CH3:4])[CH3:2]. Given the reactants [C:1]([N:5]([C:20]([C:22]1[CH:27]=[C:26]([O:28][CH3:29])[C:25]([O:30]C(=O)C)=[C:24]([O:34][CH3:35])[CH:23]=1)=[O:21])[NH:6][C:7]([C:9]1[CH:18]=[CH:17][C:12]2[O:13][CH2:14][CH2:15][O:16][C:11]=2[C:10]=1[CH3:19])=[O:8])([CH3:4])([CH3:3])[CH3:2].N, predict the reaction product. (3) Given the reactants [OH:1][C:2]1[CH:3]=[C:4]2[C:9](=[CH:10][CH:11]=1)[N:8]=[C:7]([C:12]1[CH:20]=[CH:19][C:15]([C:16]([OH:18])=[O:17])=[CH:14][C:13]=1[O:21]C)[CH:6]=[CH:5]2.B(Br)(Br)Br.O, predict the reaction product. The product is: [OH:21][C:13]1[CH:14]=[C:15]([CH:19]=[CH:20][C:12]=1[C:7]1[CH:6]=[CH:5][C:4]2[C:9](=[CH:10][CH:11]=[C:2]([OH:1])[CH:3]=2)[N:8]=1)[C:16]([OH:18])=[O:17]. (4) Given the reactants [Cl:1][C:2]1[S:6][C:5]([C:7]([NH:9][CH2:10][C@H:11]([OH:27])[CH2:12][NH:13][C:14]2[CH:19]=[CH:18][C:17]([N:20]3[CH2:25][CH2:24][O:23][CH2:22][C:21]3=[O:26])=[CH:16][CH:15]=2)=[O:8])=[CH:4][CH:3]=1.C(N(CC)C(C)C)(C)C.[S:37](Cl)(Cl)=[O:38], predict the reaction product. The product is: [Cl:1][C:2]1[S:6][C:5]([C:7]([NH:9][CH2:10][C@@H:11]2[O:27][S:37](=[O:38])[N:13]([C:14]3[CH:15]=[CH:16][C:17]([N:20]4[CH2:25][CH2:24][O:23][CH2:22][C:21]4=[O:26])=[CH:18][CH:19]=3)[CH2:12]2)=[O:8])=[CH:4][CH:3]=1. (5) Given the reactants C([O:8][N:9]([CH2:12][C@@H:13]([CH2:17][CH2:18][CH2:19][CH3:20])[C:14](O)=[O:15])[CH:10]=[O:11])C1C=CC=CC=1.[NH:21]1[CH2:25][CH2:24][CH2:23][C@H:22]1[C:26]1[S:27][C:28]2[CH:34]=[CH:33][CH:32]=[CH:31][C:29]=2[N:30]=1, predict the reaction product. The product is: [S:27]1[C:28]2[CH:34]=[CH:33][CH:32]=[CH:31][C:29]=2[N:30]=[C:26]1[C@@H:22]1[CH2:23][CH2:24][CH2:25][N:21]1[C:14]([C@H:13]([CH2:17][CH2:18][CH2:19][CH3:20])[CH2:12][N:9]([OH:8])[CH:10]=[O:11])=[O:15]. (6) The product is: [Cl:1][C:2]1[CH:3]=[C:4]([N:9]([C:10]2[C:19]3[C:14](=[CH:15][C:16]([O:23][CH2:24][CH2:25][CH2:26][N:27]4[CH2:28][CH2:29][O:30][CH2:31][CH2:32]4)=[C:17]([N+:20]([O-:22])=[O:21])[CH:18]=3)[N:13]=[CH:12][N:11]=2)[C:33](=[O:35])[CH3:34])[CH:5]=[CH:6][C:7]=1[F:8]. Given the reactants [Cl:1][C:2]1[CH:3]=[C:4]([NH:9][C:10]2[C:19]3[C:14](=[CH:15][C:16]([O:23][CH2:24][CH2:25][CH2:26][N:27]4[CH2:32][CH2:31][O:30][CH2:29][CH2:28]4)=[C:17]([N+:20]([O-:22])=[O:21])[CH:18]=3)[N:13]=[CH:12][N:11]=2)[CH:5]=[CH:6][C:7]=1[F:8].[C:33](OC(=O)C)(=[O:35])[CH3:34], predict the reaction product.